This data is from Peptide-MHC class II binding affinity with 134,281 pairs from IEDB. The task is: Regression. Given a peptide amino acid sequence and an MHC pseudo amino acid sequence, predict their binding affinity value. This is MHC class II binding data. (1) The peptide sequence is AEGLSGEPKGAAESS. The MHC is HLA-DQA10102-DQB10602 with pseudo-sequence HLA-DQA10102-DQB10602. The binding affinity (normalized) is 0.141. (2) The peptide sequence is FRNIVNMLHGVRDGL. The MHC is DRB1_1302 with pseudo-sequence DRB1_1302. The binding affinity (normalized) is 0.763.